This data is from Reaction yield outcomes from USPTO patents with 853,638 reactions. The task is: Predict the reaction yield, written as a fraction of the theoretical maximum amount of product (1.0 means a 100% yield; for example, 0.34 means a 34% yield). (1) The reactants are [C:1]1([NH:7][NH2:8])[CH:6]=[CH:5][CH:4]=[CH:3][CH:2]=1.O=C(CC(OC)=O)CC(OC)=O.C(OC(OCC)(OCC)C)C.NCC1C=NC=CC=1.[CH3:40][C:41]1[N:42]([CH2:70][C:71]2[CH:72]=[N:73][CH:74]=[CH:75][CH:76]=2)[C:43](=[O:69])[CH:44]=[C:45]2N(C(=O)CCCOC3C=CC=CC=3)N(C3C=CC=CC=3)[C:47](=[O:68])[C:46]=12.C(N(CC)CC)(C)C.[CH3:85][O:86][C:87]1[CH:88]=[C:89]([CH2:93][C:94](Cl)=[O:95])[CH:90]=[CH:91][CH:92]=1. The catalyst is CN(C=O)C. The product is [CH3:85][O:86][C:87]1[CH:88]=[C:89]([CH2:93][C:94]([N:8]2[C:45]3[C:46](=[C:41]([CH3:40])[N:42]([CH2:70][C:71]4[CH:72]=[N:73][CH:74]=[CH:75][CH:76]=4)[C:43](=[O:69])[CH:44]=3)[C:47](=[O:68])[N:7]2[C:1]2[CH:6]=[CH:5][CH:4]=[CH:3][CH:2]=2)=[O:95])[CH:90]=[CH:91][CH:92]=1. The yield is 0.530. (2) The reactants are [N:1]12[CH2:9][CH:5]([CH2:6][CH2:7][CH2:8]1)[CH:4]([OH:10])[CH2:3][CH2:2]2.[C:11](OC(=O)C)(=[O:13])[CH3:12]. No catalyst specified. The product is [N:1]12[CH2:9][CH:5]([CH2:6][CH2:7][CH2:8]1)[CH:4]([O:10][C:11](=[O:13])[CH3:12])[CH2:3][CH2:2]2. The yield is 0.870.